Dataset: Catalyst prediction with 721,799 reactions and 888 catalyst types from USPTO. Task: Predict which catalyst facilitates the given reaction. (1) Reactant: Cl.[Cl:2][C:3]1[CH:8]=[CH:7][C:6]([Cl:9])=[CH:5][C:4]=1[NH:10]N.[CH2:12]1[CH2:19][C:17](=O)[C:15](=[O:16])[CH2:14][CH2:13]1. Product: [Cl:9][C:6]1[CH:7]=[CH:8][C:3]([Cl:2])=[C:4]2[C:5]=1[C:13]1[CH2:12][CH2:19][CH2:17][C:15](=[O:16])[C:14]=1[NH:10]2. The catalyst class is: 5. (2) Reactant: [CH3:1][O:2][C:3]([CH:5]1[CH2:10][NH:9][CH2:8][C:7](=[O:11])[N:6]1[CH2:12][C:13]1[CH:18]=[CH:17][C:16]([C:19]#[N:20])=[C:15]([N:21]=[C:22]([C:29]2[CH:34]=[CH:33][CH:32]=[CH:31][CH:30]=2)[C:23]2[CH:28]=[CH:27][CH:26]=[CH:25][CH:24]=2)[CH:14]=1)=[O:4].CCN(C(C)C)C(C)C.[Cl:44][C:45]1[CH:46]=[CH:47][C:48]2[CH:52]=[C:51]([S:53](Cl)(=[O:55])=[O:54])[S:50][C:49]=2[CH:57]=1. Product: [CH3:1][O:2][C:3]([CH:5]1[CH2:10][N:9]([S:53]([C:51]2[S:50][C:49]3[CH:57]=[C:45]([Cl:44])[CH:46]=[CH:47][C:48]=3[CH:52]=2)(=[O:55])=[O:54])[CH2:8][C:7](=[O:11])[N:6]1[CH2:12][C:13]1[CH:18]=[CH:17][C:16]([C:19]#[N:20])=[C:15]([N:21]=[C:22]([C:23]2[CH:24]=[CH:25][CH:26]=[CH:27][CH:28]=2)[C:29]2[CH:34]=[CH:33][CH:32]=[CH:31][CH:30]=2)[CH:14]=1)=[O:4]. The catalyst class is: 2. (3) Reactant: [NH2:1][C:2]1[C:7]2[C:8](=[O:21])[N:9]([C:13]3[CH:18]=[CH:17][C:16](I)=[C:15]([Cl:20])[CH:14]=3)[CH2:10][CH2:11][O:12][C:6]=2[N:5]=[CH:4][N:3]=1.CC1(C)C(C)(C)OB([C:30]2[CH:31]=[N:32][N:33]([CH2:35][C:36]([O:38][CH2:39][CH3:40])=[O:37])[CH:34]=2)O1.[C:42]([O-])([O-])=O.[K+].[K+]. Product: [NH2:1][C:2]1[C:7]2[C:8](=[O:21])[N:9]([C:13]3[CH:18]=[CH:17][C:16]([C:30]4[C:31]([CH3:42])=[N:32][N:33]([CH2:35][C:36]([O:38][CH2:39][CH3:40])=[O:37])[CH:34]=4)=[C:15]([Cl:20])[CH:14]=3)[CH2:10][CH2:11][O:12][C:6]=2[N:5]=[CH:4][N:3]=1. The catalyst class is: 117. (4) Reactant: [NH2:1][C:2]1[N:7]=[C:6]([C:8]2[CH:16]=[CH:15][C:11]3[O:12][CH2:13][O:14][C:10]=3[CH:9]=2)[C:5]([C:17]#[N:18])=[C:4](S(C)(=O)=O)[N:3]=1.[CH3:23][CH:24]([CH3:26])[O-:25].[Na+]. Product: [NH2:1][C:2]1[N:7]=[C:6]([C:8]2[CH:16]=[CH:15][C:11]3[O:12][CH2:13][O:14][C:10]=3[CH:9]=2)[C:5]([C:17]#[N:18])=[C:4]([O:25][CH:24]([CH3:26])[CH3:23])[N:3]=1. The catalyst class is: 32. (5) The catalyst class is: 2. Product: [CH3:17][O:18][N:19]([CH3:20])[C:7](=[O:9])[C:6]1[CH:5]=[CH:4][C:3]([O:2][CH3:1])=[CH:11][CH:10]=1. Reactant: [CH3:1][O:2][C:3]1[CH:11]=[CH:10][C:6]([C:7]([OH:9])=O)=[CH:5][CH:4]=1.O=S(Cl)Cl.Cl.[CH3:17][O:18][NH:19][CH3:20].CCN(CC)CC.